From a dataset of Full USPTO retrosynthesis dataset with 1.9M reactions from patents (1976-2016). Predict the reactants needed to synthesize the given product. Given the product [N:1]([C@@H:4]1[CH2:10][NH:9][C:8](=[O:11])[C@@H:7]([NH:12][C:13](=[O:32])[C@H:14]([O:15][CH3:16])[C@H:17]([OH:18])[C@@H:22]([OH:23])[C@H:21]([OH:20])/[CH:24]=[CH:25]/[C:26]([CH3:28])([CH3:29])[CH3:27])[CH2:6][CH2:5]1)=[N+:2]=[N-:3], predict the reactants needed to synthesize it. The reactants are: [N:1]([C@@H:4]1[CH2:10][NH:9][C:8](=[O:11])[C@@H:7]([NH:12][C:13](=[O:32])[C@@H:14]([C@H:17]2[C@H:22]([OH:23])[C@@H:21](/[CH:24]=[CH:25]/[C:26]([CH3:29])([CH3:28])[CH3:27])[O:20]C(C)(C)[O:18]2)[O:15][CH3:16])[CH2:6][CH2:5]1)=[N+:2]=[N-:3].CC(C)(C)/C=C/[C@H]1OC(C)(C)O[C@@H]([C@@H](OC)C(N[C@@H]2C(=O)N(CC3C=NC=CC=3)C[C@H](OC(=O)CCCCCCCCCCCCC)CC2)=O)[C@@H]1O.